Dataset: Forward reaction prediction with 1.9M reactions from USPTO patents (1976-2016). Task: Predict the product of the given reaction. Given the reactants [Cl:1][C:2]1[C:8]([N+:9]([O-:11])=[O:10])=[CH:7][CH:6]=[CH:5][C:3]=1[NH2:4].C(N([CH2:17][CH3:18])CC)C.[CH2:19]([S:22](Cl)(=[O:24])=[O:23])[CH2:20][CH3:21], predict the reaction product. The product is: [Cl:1][C:2]1[C:8]([N+:9]([O-:11])=[O:10])=[CH:7][CH:6]=[CH:5][C:3]=1[N:4]([S:22]([CH2:19][CH2:17][CH3:18])(=[O:24])=[O:23])[S:22]([CH2:19][CH2:20][CH3:21])(=[O:24])=[O:23].